From a dataset of Full USPTO retrosynthesis dataset with 1.9M reactions from patents (1976-2016). Predict the reactants needed to synthesize the given product. (1) Given the product [Br:10][C:11]1[CH:12]=[C:13]([C:17]2[C:18](=[O:20])[C:7]3[C:5](=[CH:4][C:3]([OH:9])=[C:2]([Cl:1])[CH:8]=3)[O:6][CH:27]=2)[CH:14]=[CH:15][CH:16]=1, predict the reactants needed to synthesize it. The reactants are: [Cl:1][C:2]1[CH:8]=[CH:7][C:5]([OH:6])=[CH:4][C:3]=1[OH:9].[Br:10][C:11]1[CH:12]=[C:13]([CH2:17][C:18]([OH:20])=O)[CH:14]=[CH:15][CH:16]=1.P(Cl)(Cl)(Cl)(Cl)Cl.[CH3:27]N(C=O)C. (2) Given the product [Cl:1][C:2]1[CH:7]=[CH:6][N:5]=[C:4]2[CH:8]=[C:9]([C:11]([N:13]3[CH2:17][CH2:16][CH2:15][C@H:14]3[CH2:18][O:19][Si:24]([C:20]([CH3:23])([CH3:22])[CH3:21])([CH3:27])[CH3:26])=[O:12])[S:10][C:3]=12, predict the reactants needed to synthesize it. The reactants are: [Cl:1][C:2]1[CH:7]=[CH:6][N:5]=[C:4]2[CH:8]=[C:9]([C:11]([N:13]3[CH2:17][CH2:16][CH2:15][C@H:14]3[CH2:18][OH:19])=[O:12])[S:10][C:3]=12.[C:20]([Si:24]([CH3:27])([CH3:26])Cl)([CH3:23])([CH3:22])[CH3:21].C(N(CC)CC)C. (3) The reactants are: Br[C:2]1[CH:7]=[CH:6][N:5]=[C:4]([C:8]([O:11][Si:12]([C:15]([CH3:18])([CH3:17])[CH3:16])([CH3:14])[CH3:13])([CH3:10])[CH3:9])[CH:3]=1.[B:19]1([B:19]2[O:23][C:22]([CH3:25])([CH3:24])[C:21]([CH3:27])([CH3:26])[O:20]2)[O:23][C:22]([CH3:25])([CH3:24])[C:21]([CH3:27])([CH3:26])[O:20]1.C([O-])(=O)C.[K+]. Given the product [Si:12]([O:11][C:8]([C:4]1[CH:3]=[C:2]([B:19]2[O:23][C:22]([CH3:25])([CH3:24])[C:21]([CH3:27])([CH3:26])[O:20]2)[CH:7]=[CH:6][N:5]=1)([CH3:10])[CH3:9])([C:15]([CH3:18])([CH3:17])[CH3:16])([CH3:14])[CH3:13], predict the reactants needed to synthesize it. (4) Given the product [CH3:28][S:29]([O:26][C:11]1[N:10]=[CH:9][CH:8]=[C:7]2[C:12]=1[CH:13]([C:14]1[CH:15]=[CH:16][CH:17]=[C:18]3[C:23]=1[O:22][C:21]([CH3:24])=[CH:20][C:19]3=[O:25])[C:4]([C:1](=[O:3])[CH3:2])=[C:5]([CH3:27])[NH:6]2)(=[O:31])=[O:30], predict the reactants needed to synthesize it. The reactants are: [C:1]([C:4]1[CH:13]([C:14]2[CH:15]=[CH:16][CH:17]=[C:18]3[C:23]=2[O:22][C:21]([CH3:24])=[CH:20][C:19]3=[O:25])[C:12]2[C:11](=[O:26])[NH:10][CH:9]=[CH:8][C:7]=2[NH:6][C:5]=1[CH3:27])(=[O:3])[CH3:2].[CH3:28][S:29](Cl)(=[O:31])=[O:30].